Regression. Given two drug SMILES strings and cell line genomic features, predict the synergy score measuring deviation from expected non-interaction effect. From a dataset of NCI-60 drug combinations with 297,098 pairs across 59 cell lines. (1) Drug 1: CNC(=O)C1=NC=CC(=C1)OC2=CC=C(C=C2)NC(=O)NC3=CC(=C(C=C3)Cl)C(F)(F)F. Drug 2: C(CC(=O)O)C(=O)CN.Cl. Cell line: T-47D. Synergy scores: CSS=6.93, Synergy_ZIP=-3.03, Synergy_Bliss=0.150, Synergy_Loewe=1.60, Synergy_HSA=0.955. (2) Drug 1: CCC1=CC2CC(C3=C(CN(C2)C1)C4=CC=CC=C4N3)(C5=C(C=C6C(=C5)C78CCN9C7C(C=CC9)(C(C(C8N6C)(C(=O)OC)O)OC(=O)C)CC)OC)C(=O)OC.C(C(C(=O)O)O)(C(=O)O)O. Drug 2: C(CCl)NC(=O)N(CCCl)N=O. Cell line: UACC62. Synergy scores: CSS=50.6, Synergy_ZIP=0.778, Synergy_Bliss=1.86, Synergy_Loewe=-35.2, Synergy_HSA=2.17. (3) Drug 1: CC1=C(C=C(C=C1)NC2=NC=CC(=N2)N(C)C3=CC4=NN(C(=C4C=C3)C)C)S(=O)(=O)N.Cl. Drug 2: C1CCC(C(C1)N)N.C(=O)(C(=O)[O-])[O-].[Pt+4]. Cell line: HT29. Synergy scores: CSS=3.59, Synergy_ZIP=-2.38, Synergy_Bliss=-2.84, Synergy_Loewe=-23.9, Synergy_HSA=-5.08. (4) Drug 1: CS(=O)(=O)C1=CC(=C(C=C1)C(=O)NC2=CC(=C(C=C2)Cl)C3=CC=CC=N3)Cl. Drug 2: C1C(C(OC1N2C=C(C(=O)NC2=O)F)CO)O. Cell line: NCI-H460. Synergy scores: CSS=47.7, Synergy_ZIP=-4.05, Synergy_Bliss=-8.60, Synergy_Loewe=-23.4, Synergy_HSA=-7.87. (5) Drug 1: CC1=C(C=C(C=C1)NC2=NC=CC(=N2)N(C)C3=CC4=NN(C(=C4C=C3)C)C)S(=O)(=O)N.Cl. Drug 2: N.N.Cl[Pt+2]Cl. Cell line: OVCAR-4. Synergy scores: CSS=3.71, Synergy_ZIP=-0.926, Synergy_Bliss=-0.316, Synergy_Loewe=0.154, Synergy_HSA=0.101. (6) Drug 1: CC1=C2C(C(=O)C3(C(CC4C(C3C(C(C2(C)C)(CC1OC(=O)C(C(C5=CC=CC=C5)NC(=O)C6=CC=CC=C6)O)O)OC(=O)C7=CC=CC=C7)(CO4)OC(=O)C)O)C)OC(=O)C. Drug 2: CC1=C2C(C(=O)C3(C(CC4C(C3C(C(C2(C)C)(CC1OC(=O)C(C(C5=CC=CC=C5)NC(=O)OC(C)(C)C)O)O)OC(=O)C6=CC=CC=C6)(CO4)OC(=O)C)O)C)O. Cell line: NCIH23. Synergy scores: CSS=24.3, Synergy_ZIP=2.68, Synergy_Bliss=2.29, Synergy_Loewe=-4.57, Synergy_HSA=2.00.